Dataset: Forward reaction prediction with 1.9M reactions from USPTO patents (1976-2016). Task: Predict the product of the given reaction. (1) Given the reactants C([O:4][C@@H:5]1[C@@H:10]([O:11]C(=O)C)[C@H:9]([O:15]C(=O)C)[C@@H:8]([O:19]/[C:20](/[C:29]([O:31]CC)=[O:30])=[CH:21]\[C:22]2[CH:27]=[CH:26][CH:25]=[CH:24][C:23]=2[F:28])[O:7][C@H:6]1[CH2:34][O:35]C(=O)C)(=O)C.O[Li].O, predict the reaction product. The product is: [F:28][C:23]1[CH:24]=[CH:25][CH:26]=[CH:27][C:22]=1/[CH:21]=[C:20](\[O:19][C@@H:8]1[C@@H:9]([OH:15])[C@H:10]([OH:11])[C@@H:5]([OH:4])[C@H:6]([CH2:34][OH:35])[O:7]1)/[C:29]([OH:31])=[O:30]. (2) Given the reactants F[C:2]1[CH:9]=[C:8]([N:10]2[C:22]3[CH:21]=[CH:20][CH:19]=[C:18]([C:23]4[NH:27][C:26]5[CH:28]=[C:29]([F:32])[CH:30]=[CH:31][C:25]=5[N:24]=4)[C:17]=3[C:16]3[C:11]2=[CH:12][CH:13]=[CH:14][CH:15]=3)[CH:7]=[CH:6][C:3]=1[C:4]#[N:5].C(=O)([O-])[O-].[K+].[K+].[NH2:39][CH2:40][C:41]1[CH:42]=[N:43][N:44]([CH3:46])[CH:45]=1.[OH-:47].[Na+].OO, predict the reaction product. The product is: [F:32][C:29]1[CH:30]=[CH:31][C:25]2[N:24]=[C:23]([C:18]3[C:17]4[C:16]5[C:11](=[CH:12][CH:13]=[CH:14][CH:15]=5)[N:10]([C:8]5[CH:7]=[CH:6][C:3]([C:4]([NH2:5])=[O:47])=[C:2]([NH:39][CH2:40][C:41]6[CH:42]=[N:43][N:44]([CH3:46])[CH:45]=6)[CH:9]=5)[C:22]=4[CH:21]=[CH:20][CH:19]=3)[NH:27][C:26]=2[CH:28]=1. (3) Given the reactants Cl.Cl.[NH:3]1[CH2:8][CH2:7][CH:6](/[CH:9]=[C:10]2/[C:11]([NH:16][CH2:17][C:18]#[CH:19])=[N:12][C:13](=[O:15])[S:14]/2)[CH2:5][CH2:4]1.[F:20][C:21]1[CH:28]=[CH:27][CH:26]=[C:25]([C:29]([F:32])([F:31])[F:30])[C:22]=1[CH:23]=O.C(O[BH-](OC(=O)C)OC(=O)C)(=O)C.[Na+].C(=O)([O-])O.[Na+], predict the reaction product. The product is: [F:20][C:21]1[CH:28]=[CH:27][CH:26]=[C:25]([C:29]([F:30])([F:31])[F:32])[C:22]=1[CH2:23][N:3]1[CH2:8][CH2:7][CH:6](/[CH:9]=[C:10]2/[C:11]([NH:16][CH2:17][C:18]#[CH:19])=[N:12][C:13](=[O:15])[S:14]/2)[CH2:5][CH2:4]1. (4) The product is: [CH3:6][N:7]1[C:11]2=[N:12][CH:13]=[C:14]([C:16]([F:19])([F:17])[F:18])[CH:15]=[C:10]2[N:9]=[C:8]1[C:20]([O:22][CH3:1])=[O:21]. Given the reactants [CH2:1]([Li])CCC.[CH3:6][N:7]1[C:11]2=[N:12][CH:13]=[C:14]([C:16]([F:19])([F:18])[F:17])[CH:15]=[C:10]2[N:9]=[CH:8]1.[C:20](=[O:22])=[O:21], predict the reaction product. (5) Given the reactants [F:1][C:2]1[C:3]([CH:9]=[O:10])=[N:4][CH:5]=[CH:6][C:7]=1[CH3:8].[BH4-].[Na+], predict the reaction product. The product is: [F:1][C:2]1[C:3]([CH2:9][OH:10])=[N:4][CH:5]=[CH:6][C:7]=1[CH3:8]. (6) Given the reactants [C:1]([C@@:3]12[CH2:20][CH2:19][C:18]3[CH:17]=[C:16]([O:21][CH3:22])[CH:15]=[CH:14][C:13]=3[C:12]1=[C:11]([CH2:23][CH2:24][CH2:25][CH2:26][CH2:27][CH3:28])[CH2:10][C@@:8]1([CH3:9])[C@H:4]2[CH2:5][CH2:6][C@@H:7]1[OH:29])#N.CC(C[AlH]CC(C)C)C.C1(C)C=CC(S(O)(=O)=[O:46])=CC=1, predict the reaction product. The product is: [CH:1]([C@@:3]12[CH2:20][CH2:19][C:18]3[CH:17]=[C:16]([O:21][CH3:22])[CH:15]=[CH:14][C:13]=3[C:12]1=[C:11]([CH2:23][CH2:24][CH2:25][CH2:26][CH2:27][CH3:28])[CH2:10][C@@:8]1([CH3:9])[C@H:4]2[CH2:5][CH2:6][C@@H:7]1[OH:29])=[O:46]. (7) Given the reactants C([O:3][C:4]([C:6]1[N:7](C)[C:8]2[C:13]([CH:14]=1)=[CH:12][CH:11]=[CH:10][C:9]=2CC1CCN(C(OC(C)(C)C)=O)CC1)=[O:5])C.C(O)(=O)CC(CC(O)=O)(C(O)=O)O, predict the reaction product. The product is: [NH:7]1[C:8]2[C:13](=[CH:12][CH:11]=[CH:10][CH:9]=2)[CH:14]=[C:6]1[C:4]([OH:5])=[O:3]. (8) The product is: [CH3:1][C@H:2]1[O:7][C@@H:6]([O:8][C:9]2[C:18](=[O:19])[C:17]3[C:16]([OH:20])=[CH:15][C:14]([OH:21])=[C:13]([CH2:33][CH:34]=[C:35]([CH3:37])[CH3:36])[C:12]=3[O:11][C:10]=2[C:38]2[CH:39]=[CH:40][C:41]([O:44][CH3:45])=[CH:42][CH:43]=2)[C@@H:5]([OH:46])[C@@H:4]([OH:47])[C@@H:3]1[OH:48]. Given the reactants [CH3:1][C@@H:2]1[O:7][C@@H:6]([O:8][C:9]2[C:18](=[O:19])[C:17]3[C:16]([OH:20])=[CH:15][C:14]([O:21][C@@H]4O[C@H](CO)[C@@H](O)[C@H](O)[C@H]4O)=[C:13]([CH2:33][CH:34]=[C:35]([CH3:37])[CH3:36])[C:12]=3[O:11][C:10]=2[C:38]2[CH:39]=[CH:40][C:41]([O:44][CH3:45])=[CH:42][CH:43]=2)[C@H:5]([OH:46])[C@H:4]([OH:47])[C@H:3]1[OH:48], predict the reaction product. (9) Given the reactants C12CC(CC1)C=C2B(O)O.[F:11][C:12]1[C:13]([CH2:28][NH:29][C@H:30]([CH:33]([CH3:35])[CH3:34])[CH2:31][OH:32])=[N:14][C:15]([C:18]2[CH2:19][C:20]3([CH2:25][CH2:26][CH:27]=2)[O:24][CH2:23][CH2:22][O:21]3)=[CH:16][CH:17]=1, predict the reaction product. The product is: [F:11][C:12]1[C:13]([CH2:28][NH:29][C@H:30]([CH:33]([CH3:35])[CH3:34])[CH2:31][OH:32])=[N:14][C:15]([C:18]2[CH2:19][C:20]3([CH2:25][CH2:26][CH:27]=2)[O:24][CH2:23][CH2:22][O:21]3)=[CH:16][CH:17]=1.[O:21]1[C:20]2([CH2:25][CH2:26][CH2:27][CH:18]([C:15]3[N:14]=[C:13]([CH2:28][NH:29][C@H:30]([CH:33]([CH3:34])[CH3:35])[CH2:31][OH:32])[C:12]([F:11])=[CH:17][CH:16]=3)[CH2:19]2)[O:24][CH2:23][CH2:22]1. (10) Given the reactants I[C:2]1[C:7]([O:8][C:9]2[C:18]3[C:13](=[CH:14][C:15]([O:21][CH3:22])=[C:16]([O:19][CH3:20])[CH:17]=3)[N:12]=[CH:11][CH:10]=2)=[CH:6][CH:5]=[C:4]([CH3:23])[N:3]=1.[CH3:24][C:25]1[CH:30]=[CH:29][CH:28]=[CH:27][C:26]=1B(O)O.C(=O)([O-])O.[Na+], predict the reaction product. The product is: [CH3:20][O:19][C:16]1[CH:17]=[C:18]2[C:13](=[CH:14][C:15]=1[O:21][CH3:22])[N:12]=[CH:11][CH:10]=[C:9]2[O:8][C:7]1[C:2]([C:26]2[CH:27]=[CH:28][CH:29]=[CH:30][C:25]=2[CH3:24])=[N:3][C:4]([CH3:23])=[CH:5][CH:6]=1.